Regression. Given two drug SMILES strings and cell line genomic features, predict the synergy score measuring deviation from expected non-interaction effect. From a dataset of NCI-60 drug combinations with 297,098 pairs across 59 cell lines. (1) Drug 1: C1CCC(C1)C(CC#N)N2C=C(C=N2)C3=C4C=CNC4=NC=N3. Drug 2: CN1CCC(CC1)COC2=C(C=C3C(=C2)N=CN=C3NC4=C(C=C(C=C4)Br)F)OC. Cell line: MALME-3M. Synergy scores: CSS=7.62, Synergy_ZIP=-0.493, Synergy_Bliss=4.37, Synergy_Loewe=0.551, Synergy_HSA=2.40. (2) Synergy scores: CSS=-2.86, Synergy_ZIP=8.61, Synergy_Bliss=0.499, Synergy_Loewe=-3.08, Synergy_HSA=-4.12. Drug 2: C1=CC=C(C(=C1)C(C2=CC=C(C=C2)Cl)C(Cl)Cl)Cl. Cell line: OVCAR-4. Drug 1: C1=NC2=C(N=C(N=C2N1C3C(C(C(O3)CO)O)F)Cl)N. (3) Synergy scores: CSS=4.07, Synergy_ZIP=1.08, Synergy_Bliss=1.12, Synergy_Loewe=-2.80, Synergy_HSA=-2.43. Drug 1: CC1=CC2C(CCC3(C2CCC3(C(=O)C)OC(=O)C)C)C4(C1=CC(=O)CC4)C. Cell line: OVCAR-5. Drug 2: C1=CC=C(C(=C1)C(C2=CC=C(C=C2)Cl)C(Cl)Cl)Cl. (4) Drug 1: CCC(=C(C1=CC=CC=C1)C2=CC=C(C=C2)OCCN(C)C)C3=CC=CC=C3.C(C(=O)O)C(CC(=O)O)(C(=O)O)O. Drug 2: CC1=C(C(=CC=C1)Cl)NC(=O)C2=CN=C(S2)NC3=CC(=NC(=N3)C)N4CCN(CC4)CCO. Cell line: LOX IMVI. Synergy scores: CSS=-1.78, Synergy_ZIP=10.4, Synergy_Bliss=15.2, Synergy_Loewe=7.49, Synergy_HSA=5.66. (5) Drug 1: CC1=C2C(C(=O)C3(C(CC4C(C3C(C(C2(C)C)(CC1OC(=O)C(C(C5=CC=CC=C5)NC(=O)C6=CC=CC=C6)O)O)OC(=O)C7=CC=CC=C7)(CO4)OC(=O)C)O)C)OC(=O)C. Drug 2: C(CN)CNCCSP(=O)(O)O. Cell line: SF-268. Synergy scores: CSS=6.63, Synergy_ZIP=-2.83, Synergy_Bliss=-2.83, Synergy_Loewe=-50.7, Synergy_HSA=-5.94. (6) Cell line: SK-OV-3. Drug 1: CC1=CC=C(C=C1)C2=CC(=NN2C3=CC=C(C=C3)S(=O)(=O)N)C(F)(F)F. Drug 2: CCC1(C2=C(COC1=O)C(=O)N3CC4=CC5=C(C=CC(=C5CN(C)C)O)N=C4C3=C2)O.Cl. Synergy scores: CSS=15.3, Synergy_ZIP=-4.73, Synergy_Bliss=0.589, Synergy_Loewe=-10.2, Synergy_HSA=-1.47. (7) Drug 1: C1=C(C(=O)NC(=O)N1)F. Drug 2: C1C(C(OC1N2C=NC(=NC2=O)N)CO)O. Cell line: HCT116. Synergy scores: CSS=47.7, Synergy_ZIP=-7.06, Synergy_Bliss=-9.70, Synergy_Loewe=-4.85, Synergy_HSA=-3.34.